Dataset: Forward reaction prediction with 1.9M reactions from USPTO patents (1976-2016). Task: Predict the product of the given reaction. (1) Given the reactants [C:1]1([C:14]2[CH:19]=[CH:18][CH:17]=[CH:16][CH:15]=2)[CH:6]=[CH:5][C:4]([NH:7][C:8](=[O:13])[CH2:9][C:10]([OH:12])=O)=[CH:3][CH:2]=1.C1C=CC2N(O)N=NC=2C=1.CCN(C(C)C)C(C)C.CCN=C=NCCCN(C)C.Cl.Cl.[F:52][C:53]1[CH:65]=[CH:64][C:63]([F:66])=[CH:62][C:54]=1[O:55][CH:56]1[CH2:61][CH2:60][NH:59][CH2:58][CH2:57]1, predict the reaction product. The product is: [C:1]1([C:14]2[CH:19]=[CH:18][CH:17]=[CH:16][CH:15]=2)[CH:2]=[CH:3][C:4]([NH:7][C:8](=[O:13])[CH2:9][C:10]([N:59]2[CH2:58][CH2:57][CH:56]([O:55][C:54]3[CH:62]=[C:63]([F:66])[CH:64]=[CH:65][C:53]=3[F:52])[CH2:61][CH2:60]2)=[O:12])=[CH:5][CH:6]=1. (2) Given the reactants C(N(CC)CC)C.[CH3:8][C:9]1([CH3:17])[CH2:14][O:13][CH:12]([CH2:15][OH:16])[CH2:11][O:10]1.[CH3:18][S:19](Cl)(=[O:21])=[O:20], predict the reaction product. The product is: [CH3:18][S:19]([O:16][CH2:15][CH:12]1[CH2:11][O:10][C:9]([CH3:17])([CH3:8])[CH2:14][O:13]1)(=[O:21])=[O:20]. (3) Given the reactants [C:1]([C:9]1([OH:18])[CH2:14][CH2:13][CH2:12][CH2:11][CH:10]1[C:15]([OH:17])=[O:16])(=[O:8])[C:2]1[CH:7]=[CH:6][CH:5]=[CH:4][CH:3]=1.CO.[CH:21]1(N=C=NC2CCCCC2)CCCCC1, predict the reaction product. The product is: [CH3:21][O:16][C:15]([CH:10]1[CH2:11][CH2:12][CH2:13][CH2:14][C:9]1([C:1](=[O:8])[C:2]1[CH:3]=[CH:4][CH:5]=[CH:6][CH:7]=1)[OH:18])=[O:17]. (4) Given the reactants [CH2:1]([CH:3]([N:6]1[C:10]2[N:11]=[C:12]([N:16]([CH2:26][CH3:27])[C:17]3[C:22]([CH3:23])=[CH:21][C:20]([CH3:24])=[CH:19][C:18]=3[CH3:25])[N:13]=[C:14]([CH3:15])[C:9]=2[C:8](=[O:28])[C:7]1=[O:29])[CH2:4][CH3:5])[CH3:2].[CH2:30]([Mg]Br)[CH3:31].[Cl-].[NH4+], predict the reaction product. The product is: [CH2:30]([C:8]1([OH:28])[C:9]2[C:14]([CH3:15])=[N:13][C:12]([N:16]([CH2:26][CH3:27])[C:17]3[C:22]([CH3:23])=[CH:21][C:20]([CH3:24])=[CH:19][C:18]=3[CH3:25])=[N:11][C:10]=2[N:6]([CH:3]([CH2:4][CH3:5])[CH2:1][CH3:2])[C:7]1=[O:29])[CH3:31]. (5) Given the reactants [C:1]([O:5][C:6]([N:8]1[CH2:11][CH:10]([O:12][C:13]2[CH:18]=[CH:17][C:16]([CH:19]3[CH2:24][CH2:23][N:22]([C:25]([O:27][CH2:28][C:29]4[CH:34]=[CH:33][CH:32]=[CH:31][CH:30]=4)=[O:26])[CH2:21][CH:20]3[OH:35])=[CH:15][CH:14]=2)[CH2:9]1)=[O:7])([CH3:4])([CH3:3])[CH3:2].Cl[CH2:37][C:38]1[CH:39]=[CH:40][C:41]2[O:46][CH2:45][C:44](=[O:47])[N:43]([CH2:48][CH2:49][CH2:50][O:51][CH3:52])[C:42]=2[CH:53]=1, predict the reaction product. The product is: [C:1]([O:5][C:6]([N:8]1[CH2:11][CH:10]([O:12][C:13]2[CH:14]=[CH:15][C:16]([CH:19]3[CH2:24][CH2:23][N:22]([C:25]([O:27][CH2:28][C:29]4[CH:30]=[CH:31][CH:32]=[CH:33][CH:34]=4)=[O:26])[CH2:21][CH:20]3[O:35][CH2:37][C:38]3[CH:39]=[CH:40][C:41]4[O:46][CH2:45][C:44](=[O:47])[N:43]([CH2:48][CH2:49][CH2:50][O:51][CH3:52])[C:42]=4[CH:53]=3)=[CH:17][CH:18]=2)[CH2:9]1)=[O:7])([CH3:4])([CH3:2])[CH3:3].